This data is from Forward reaction prediction with 1.9M reactions from USPTO patents (1976-2016). The task is: Predict the product of the given reaction. (1) The product is: [C:23]1([C:2]2[CH:7]=[C:6]([NH:8][C:9]3[CH:14]=[CH:13][C:12]([CH3:15])=[CH:11][CH:10]=3)[CH:5]=[C:4]([C:9]3[CH:14]=[CH:13][CH:12]=[CH:11][CH:10]=3)[N:3]=2)[CH:28]=[CH:27][CH:26]=[CH:25][CH:24]=1. Given the reactants Cl[C:2]1[CH:7]=[C:6]([NH:8][C:9]2[CH:14]=[CH:13][C:12]([CH3:15])=[CH:11][CH:10]=2)[CH:5]=[C:4](Cl)[N:3]=1.C([O-])([O-])=O.[Na+].[Na+].[C:23]1(B(O)O)[CH:28]=[CH:27][CH:26]=[CH:25][CH:24]=1, predict the reaction product. (2) Given the reactants [CH3:1][N:2]1[C:10]2[C:5](=[CH:6][C:7]([C:11]([F:14])([F:13])[F:12])=[CH:8][CH:9]=2)[C:4]([C:15]2[N:20]=[C:19]3[C:21]([C:24](O)=[O:25])=[CH:22][NH:23][C:18]3=[N:17][CH:16]=2)=[N:3]1.[CH3:27][C:28]([NH2:31])([CH3:30])[CH3:29].C1C=CC2N(O)N=NC=2C=1.CCN=C=NCCCN(C)C.C(N(CC)CC)C, predict the reaction product. The product is: [C:28]([NH:31][C:24]([C:21]1[C:19]2=[N:20][C:15]([C:4]3[C:5]4[C:10](=[CH:9][CH:8]=[C:7]([C:11]([F:13])([F:12])[F:14])[CH:6]=4)[N:2]([CH3:1])[N:3]=3)=[CH:16][N:17]=[C:18]2[NH:23][CH:22]=1)=[O:25])([CH3:30])([CH3:29])[CH3:27]. (3) Given the reactants [H-].[Al+3].[Li+].[H-].[H-].[H-].C[O:8][C:9]([C:11]1[CH2:20][CH2:19][C:18]2[C:13](=[CH:14][C:15](CC(C)(C)C)=[CH:16][CH:17]=2)[C:12]=1[OH:26])=O, predict the reaction product. The product is: [OH:8][CH2:9][CH:11]1[CH2:20][CH2:19][C:18]2[C:13](=[CH:14][CH:15]=[CH:16][CH:17]=2)[C:12]1=[O:26]. (4) Given the reactants [C:1]1([CH2:7][S:8](Cl)(=[O:10])=[O:9])[CH:6]=[CH:5][CH:4]=[CH:3][CH:2]=1.Cl.[NH2:13][CH2:14][CH2:15][C:16]1[CH:33]=[CH:32][C:19]([O:20][CH2:21][C:22]2[CH:31]=[CH:30][CH:29]=[CH:28][C:23]=2[C:24]([O:26][CH3:27])=[O:25])=[CH:18][CH:17]=1.CCN(C(C)C)C(C)C, predict the reaction product. The product is: [CH2:7]([S:8]([NH:13][CH2:14][CH2:15][C:16]1[CH:17]=[CH:18][C:19]([O:20][CH2:21][C:22]2[CH:31]=[CH:30][CH:29]=[CH:28][C:23]=2[C:24]([O:26][CH3:27])=[O:25])=[CH:32][CH:33]=1)(=[O:10])=[O:9])[C:1]1[CH:6]=[CH:5][CH:4]=[CH:3][CH:2]=1. (5) Given the reactants Cl[C:2]1[CH:7]=[C:6]([F:8])[CH:5]=[CH:4][N:3]=1.[Br-].[S:10]1[CH:14]=[CH:13][N:12]=[C:11]1[Zn+].C1COCC1, predict the reaction product. The product is: [F:8][C:6]1[CH:5]=[CH:4][N:3]=[C:2]([C:11]2[S:10][CH:14]=[CH:13][N:12]=2)[CH:7]=1. (6) Given the reactants Cl[C:2]1[N:7]=[C:6]([C:8]2[CH:13]=[CH:12][CH:11]=[CH:10][CH:9]=2)[N:5]=[C:4]([NH:14][C:15](=[O:23])[CH2:16][N:17]2[CH2:22][CH2:21][CH2:20][CH2:19][CH2:18]2)[CH:3]=1.[C:24]([NH:27][CH2:28][CH2:29][NH2:30])(=[O:26])[CH3:25], predict the reaction product. The product is: [C:24]([NH:27][CH2:28][CH2:29][NH:30][C:2]1[N:7]=[C:6]([C:8]2[CH:13]=[CH:12][CH:11]=[CH:10][CH:9]=2)[N:5]=[C:4]([NH:14][C:15](=[O:23])[CH2:16][N:17]2[CH2:22][CH2:21][CH2:20][CH2:19][CH2:18]2)[CH:3]=1)(=[O:26])[CH3:25]. (7) Given the reactants [Cl:1][CH2:2][C:3]([NH:5][C:6]1[C:15]([Cl:16])=[CH:14][CH:13]=[C:12]2[C:7]=1[CH:8]=[CH:9][C:10]([N:17]1[CH2:21][CH2:20][C@@H:19]([O:22][Si](C(C)(C)C)(C)C)[CH2:18]1)=[N:11]2)=[O:4].[Cl:30][C:31]1[CH:32]=[C:33]([CH:35]=[CH:36][CH:37]=1)[NH2:34].Cl, predict the reaction product. The product is: [ClH:1].[Cl:16][C:15]1[C:6]([NH:5][C:3](=[O:4])[CH2:2][NH:34][C:33]2[CH:35]=[CH:36][CH:37]=[C:31]([Cl:30])[CH:32]=2)=[C:7]2[C:12](=[CH:13][CH:14]=1)[N:11]=[C:10]([N:17]1[CH2:21][CH2:20][C@@H:19]([OH:22])[CH2:18]1)[CH:9]=[CH:8]2. (8) The product is: [NH2:3][C:4]1[C:12]2[O:11][CH2:10][O:9][C:8]=2[CH:7]=[CH:6][C:5]=1[C:13]([NH:18][CH3:17])=[O:15]. Given the reactants CN.[NH2:3][C:4]1[C:12]2[O:11][CH2:10][O:9][C:8]=2[CH:7]=[CH:6][C:5]=1[C:13]([OH:15])=O.C[CH2:17][N:18](C(C)C)C(C)C, predict the reaction product.